From a dataset of Catalyst prediction with 721,799 reactions and 888 catalyst types from USPTO. Predict which catalyst facilitates the given reaction. Reactant: [N+:1]([C:4]1[CH:14]=[CH:13][C:7]2[C:8]([NH:10][C:11](=[O:12])[C:5]=1[CH:6]=2)=[O:9])([O-:3])=[O:2].[CH:15](Br)([CH3:17])[CH3:16].C(=O)([O-])[O-].[K+].[K+].O. Product: [CH:15]([N:10]1[C:11](=[O:12])[C:13]2=[CH:14][C:4]([N+:1]([O-:3])=[O:2])=[CH:5][CH:6]=[C:7]2[C:8]1=[O:9])([CH3:17])[CH3:16]. The catalyst class is: 3.